From a dataset of Reaction yield outcomes from USPTO patents with 853,638 reactions. Predict the reaction yield, written as a fraction of the theoretical maximum amount of product (1.0 means a 100% yield; for example, 0.34 means a 34% yield). (1) The reactants are [C:1]1([C:7]2[NH:11][N:10]=[C:9]([C:12]3[CH:21]=[CH:20][C:15]([C:16]([O:18]C)=[O:17])=[CH:14][CH:13]=3)[N:8]=2)[CH:6]=[CH:5][CH:4]=[CH:3][CH:2]=1.[OH-].[Na+].O1CCCC1.Cl. The catalyst is CO. The product is [C:1]1([C:7]2[NH:11][N:10]=[C:9]([C:12]3[CH:13]=[CH:14][C:15]([C:16]([OH:18])=[O:17])=[CH:20][CH:21]=3)[N:8]=2)[CH:2]=[CH:3][CH:4]=[CH:5][CH:6]=1. The yield is 0.790. (2) The reactants are Cl.C([O:4][CH2:5][CH2:6][O:7][NH:8][C:9]([C:11]1[C:16]([NH:17][C:18]2[CH:23]=[CH:22][C:21]([Br:24])=[CH:20][C:19]=2[F:25])=[CH:15][C:14](=[O:26])[N:13]([CH3:27])[CH:12]=1)=[O:10])=C.CCO.[OH-].[Na+]. The catalyst is CCOC(C)=O.C1COCC1. The product is [OH:4][CH2:5][CH2:6][O:7][NH:8][C:9]([C:11]1[C:16]([NH:17][C:18]2[CH:23]=[CH:22][C:21]([Br:24])=[CH:20][C:19]=2[F:25])=[CH:15][C:14](=[O:26])[N:13]([CH3:27])[CH:12]=1)=[O:10]. The yield is 0.760. (3) The reactants are [CH3:1][N:2]1[CH:6]=[C:5]([C:7]2[CH:8]=[CH:9][C:10]3[N:11]([C:13]([SH:16])=[N:14][N:15]=3)[CH:12]=2)[CH:4]=[N:3]1.Br[C:18]1[CH:27]=[CH:26][C:25]2[N:24]=[CH:23][C:22]3[N:28]([CH3:32])[C:29](=[O:31])[O:30][C:21]=3[C:20]=2[CH:19]=1.C1(P(C2C=CC=CC=2)C2C3OC4C(=CC=CC=4P(C4C=CC=CC=4)C4C=CC=CC=4)C(C)(C)C=3C=CC=2)C=CC=CC=1.CC(C)([O-])C.[Na+]. The catalyst is C1C=CC(/C=C/C(/C=C/C2C=CC=CC=2)=O)=CC=1.C1C=CC(/C=C/C(/C=C/C2C=CC=CC=2)=O)=CC=1.C1C=CC(/C=C/C(/C=C/C2C=CC=CC=2)=O)=CC=1.[Pd].[Pd].CN(C)C=O. The product is [CH3:32][N:28]1[C:22]2[CH:23]=[N:24][C:25]3[CH:26]=[CH:27][C:18]([S:16][C:13]4[N:11]5[CH:12]=[C:7]([C:5]6[CH:4]=[N:3][N:2]([CH3:1])[CH:6]=6)[CH:8]=[CH:9][C:10]5=[N:15][N:14]=4)=[CH:19][C:20]=3[C:21]=2[O:30][C:29]1=[O:31]. The yield is 0.0700.